From a dataset of Forward reaction prediction with 1.9M reactions from USPTO patents (1976-2016). Predict the product of the given reaction. (1) Given the reactants [C:1]([O:5][C:6]([NH:8][C@:9]1([C:14]([O:16]CC)=[O:15])[CH2:11][C@H:10]1[CH:12]=[CH2:13])=[O:7])([CH3:4])([CH3:3])[CH3:2].O.[OH-].[Li+].[OH-].[Li+].Cl, predict the reaction product. The product is: [C:1]([O:5][C:6]([NH:8][C@:9]1([C:14]([OH:16])=[O:15])[CH2:11][C@@H:10]1[CH:12]=[CH2:13])=[O:7])([CH3:4])([CH3:2])[CH3:3]. (2) Given the reactants [Cl-].O[NH3+:3].[C:4](=[O:7])([O-])[OH:5].[Na+].CS(C)=O.[CH2:13]([C:17]1[N:18]=[C:19]([CH3:47])[N:20]([CH2:39][C:40]2[CH:45]=[CH:44][CH:43]=[C:42]([F:46])[CH:41]=2)[C:21](=[O:38])[C:22]=1[CH2:23][C:24]1[CH:29]=[CH:28][C:27]([C:30]2[C:31]([C:36]#[N:37])=[CH:32][CH:33]=[CH:34][CH:35]=2)=[CH:26][CH:25]=1)[CH2:14][CH2:15][CH3:16], predict the reaction product. The product is: [CH2:13]([C:17]1[N:18]=[C:19]([CH3:47])[N:20]([CH2:39][C:40]2[CH:45]=[CH:44][CH:43]=[C:42]([F:46])[CH:41]=2)[C:21](=[O:38])[C:22]=1[CH2:23][C:24]1[CH:25]=[CH:26][C:27]([C:30]2[CH:35]=[CH:34][CH:33]=[CH:32][C:31]=2[C:36]2[NH:3][C:4](=[O:7])[O:5][N:37]=2)=[CH:28][CH:29]=1)[CH2:14][CH2:15][CH3:16].